Task: Predict which catalyst facilitates the given reaction.. Dataset: Catalyst prediction with 721,799 reactions and 888 catalyst types from USPTO The catalyst class is: 5. Reactant: [Na+].[Cl-].[OH:3]C1C(CC=C(C)C)=C(O)C=CC=1CCCC1C=CC(O)=CC=1.CC(C)=CC[C:30]1[C:31]([OH:49])=[CH:32][CH:33]=[C:34]2[C:39](=[O:40])[CH2:38][C@@H:37]([C:41]3[CH:42]=[CH:43][C:44]([OH:48])=[CH:45][C:46]=3O)[O:36][C:35]=12. Product: [CH2:38]1[C:39](=[O:40])[C:34]2[C:35](=[CH:30][C:31]([OH:49])=[CH:32][C:33]=2[OH:3])[O:36][C@@H:37]1[C:41]1[CH:42]=[CH:43][C:44]([OH:48])=[CH:45][CH:46]=1.